From a dataset of Forward reaction prediction with 1.9M reactions from USPTO patents (1976-2016). Predict the product of the given reaction. (1) Given the reactants Br[C:2]1[CH:7]=[CH:6][C:5]([C@@H:8]2[CH2:27][CH2:26][CH2:25][C@:9]32[N:13]([CH3:14])[C:12](=[O:15])[N:11]([C:16]2[CH:21]=[C:20]([Cl:22])[CH:19]=[C:18]([Cl:23])[CH:17]=2)[C:10]3=[O:24])=[CH:4][CH:3]=1.[C:28]1(B(O)O)[CH:33]=[CH:32][CH:31]=[CH:30][CH:29]=1.C([O-])([O-])=O.[K+].[K+], predict the reaction product. The product is: [C:2]1([C:28]2[CH:33]=[CH:32][CH:31]=[CH:30][CH:29]=2)[CH:7]=[CH:6][C:5]([C@@H:8]2[CH2:27][CH2:26][CH2:25][C@:9]32[N:13]([CH3:14])[C:12](=[O:15])[N:11]([C:16]2[CH:21]=[C:20]([Cl:22])[CH:19]=[C:18]([Cl:23])[CH:17]=2)[C:10]3=[O:24])=[CH:4][CH:3]=1. (2) Given the reactants [C:1]([O:5][C:6]([N:8]1[CH2:13][CH2:12][O:11][CH:10]([C:14]2[CH:19]=[CH:18][C:17](Br)=[CH:16][C:15]=2[F:21])[CH2:9]1)=[O:7])([CH3:4])([CH3:3])[CH3:2].[C:22](=[NH:35])([C:29]1[CH:34]=[CH:33][CH:32]=[CH:31][CH:30]=1)[C:23]1[CH:28]=[CH:27][CH:26]=[CH:25][CH:24]=1.CC(C)([O-])C.[Na+], predict the reaction product. The product is: [C:1]([O:5][C:6]([N:8]1[CH2:13][CH2:12][O:11][CH:10]([C:14]2[CH:19]=[CH:18][C:17]([N:35]=[C:22]([C:23]3[CH:28]=[CH:27][CH:26]=[CH:25][CH:24]=3)[C:29]3[CH:34]=[CH:33][CH:32]=[CH:31][CH:30]=3)=[CH:16][C:15]=2[F:21])[CH2:9]1)=[O:7])([CH3:4])([CH3:3])[CH3:2]. (3) Given the reactants [CH3:1][Mg]Br.[Br:4][C:5]1[CH:12]=[CH:11][C:8]([CH:9]=[O:10])=[CH:7][C:6]=1[Cl:13].[Cl-].[NH4+], predict the reaction product. The product is: [Br:4][C:5]1[CH:12]=[CH:11][C:8]([CH:9]([OH:10])[CH3:1])=[CH:7][C:6]=1[Cl:13]. (4) Given the reactants [N:1]1[C:2]([C:10]([O:12][CH2:13][CH3:14])=[O:11])=[CH:3][N:4]2[CH:9]=[CH:8][CH:7]=[CH:6][C:5]=12.C=O.[C:17]([O-])(=[O:19])C.[Na+].[OH-].[Na+], predict the reaction product. The product is: [OH:19][CH2:17][C:3]1[N:4]2[CH:9]=[CH:8][CH:7]=[CH:6][C:5]2=[N:1][C:2]=1[C:10]([O:12][CH2:13][CH3:14])=[O:11]. (5) Given the reactants [Cl:1][C:2]1[CH:3]=[C:4]([C:9]2[C:10]([NH2:16])=[CH:11][CH:12]=[C:13]([F:15])[CH:14]=2)[CH:5]=[CH:6][C:7]=1[Cl:8].[F:17][CH:18]([F:28])[C:19]1[C:23]([C:24](Cl)=[O:25])=[CH:22][N:21]([CH3:27])[N:20]=1.C(N(CC)CC)C, predict the reaction product. The product is: [Cl:1][C:2]1[CH:3]=[C:4]([C:9]2[CH:14]=[C:13]([F:15])[CH:12]=[CH:11][C:10]=2[NH:16][C:24]([C:23]2[C:19]([CH:18]([F:28])[F:17])=[N:20][N:21]([CH3:27])[CH:22]=2)=[O:25])[CH:5]=[CH:6][C:7]=1[Cl:8]. (6) Given the reactants [CH3:1][O:2][C:3]([CH3:12])([CH3:11])[CH2:4][N:5]1[CH:9]=[CH:8][C:7]([NH2:10])=[N:6]1.N1C(C)=CC=CC=1C.[Cl:21][C:22]1[CH:23]=[C:24]([CH:32]([CH2:36][C@H:37]2[CH2:41][CH2:40][C:39]([F:43])([F:42])[CH2:38]2)[C:33](Cl)=[O:34])[CH:25]=[CH:26][C:27]=1[S:28]([CH3:31])(=[O:30])=[O:29], predict the reaction product. The product is: [Cl:21][C:22]1[CH:23]=[C:24]([CH:32]([CH2:36][C@H:37]2[CH2:41][CH2:40][C:39]([F:43])([F:42])[CH2:38]2)[C:33]([NH:10][C:7]2[CH:8]=[CH:9][N:5]([CH2:4][C:3]([O:2][CH3:1])([CH3:12])[CH3:11])[N:6]=2)=[O:34])[CH:25]=[CH:26][C:27]=1[S:28]([CH3:31])(=[O:30])=[O:29]. (7) Given the reactants Br[C:2]1[CH:7]=[CH:6][C:5]([F:8])=[C:4]([F:9])[CH:3]=1.C([Li])CCC.[CH2:15]([N:22]1[CH2:26][CH2:25][C:24](=[O:27])[CH2:23]1)[C:16]1[CH:21]=[CH:20][CH:19]=[CH:18][CH:17]=1.[Cl-].[NH4+], predict the reaction product. The product is: [CH2:15]([N:22]1[CH2:26][CH2:25][C:24]([C:2]2[CH:7]=[CH:6][C:5]([F:8])=[C:4]([F:9])[CH:3]=2)([OH:27])[CH2:23]1)[C:16]1[CH:17]=[CH:18][CH:19]=[CH:20][CH:21]=1. (8) Given the reactants C(=O)([O-])[O-].[Sr+2:5].[O:6]=[C:7]1[O:13][C@H:12]([C@H:14]([CH2:16][OH:17])[OH:15])[C:10]([OH:11])=[C:8]1[OH:9], predict the reaction product. The product is: [O:6]=[C:7]1[O:13][C@H:12]([C@H:14]([CH2:16][OH:17])[OH:15])[C:10]([O-:11])=[C:8]1[OH:9].[Sr+2:5].[O:6]=[C:7]1[O:13][C@H:12]([C@H:14]([CH2:16][OH:17])[OH:15])[C:10]([O-:11])=[C:8]1[OH:9].